From a dataset of Catalyst prediction with 721,799 reactions and 888 catalyst types from USPTO. Predict which catalyst facilitates the given reaction. Reactant: C([C:5]1[C:6]([NH2:45])=[C:7]([CH:11]=[CH:12][C:13]=1[C@H:14]([NH:17][C:18]([N:20]1[C:26](=[O:27])[C@@H:25]([CH2:28][C:29]2[CH:34]=[C:33]([Cl:35])[CH:32]=[CH:31][C:30]=2[O:36][CH3:37])[CH2:24][NH:23][C:22](=[N:38][CH2:39][CH:40](OC)OC)[CH2:21]1)=[O:19])[CH2:15][CH3:16])[C:8]([OH:10])=[O:9])(C)(C)C.[C:46]1([CH3:56])[CH:51]=CC(S([O-])(=O)=O)=C[CH:47]=1.[NH+]1C=CC=CC=1. Product: [NH2:45][C:6]1[CH:5]=[C:13]([C@H:14]([NH:17][C:18]([N:20]2[C:26](=[O:27])[C@@H:25]([CH2:28][C:29]3[CH:34]=[C:33]([Cl:35])[CH:32]=[CH:31][C:30]=3[O:36][CH3:37])[CH2:24][N:23]3[CH:40]=[CH:39][N:38]=[C:22]3[CH2:21]2)=[O:19])[CH2:15][CH3:16])[CH:12]=[CH:11][C:7]=1[C:8]([O:10][C:46]([CH3:56])([CH3:51])[CH3:47])=[O:9]. The catalyst class is: 12.